Dataset: Forward reaction prediction with 1.9M reactions from USPTO patents (1976-2016). Task: Predict the product of the given reaction. (1) Given the reactants [NH:1]1[CH2:4][CH:3]([NH:5][C:6](=[O:22])[CH2:7][NH:8][C:9]2[C:17]3[C:12](=[CH:13][CH:14]=[C:15]([C:18]([F:21])([F:20])[F:19])[CH:16]=3)[NH:11][N:10]=2)[CH2:2]1.[OH:23][C:24]1([C:31]2[S:35][CH:34]=[N:33][CH:32]=2)[CH2:29][CH2:28][C:27](=O)[CH2:26][CH2:25]1, predict the reaction product. The product is: [OH:23][C:24]1([C:31]2[S:35][CH:34]=[N:33][CH:32]=2)[CH2:25][CH2:26][CH:27]([N:1]2[CH2:2][CH:3]([NH:5][C:6](=[O:22])[CH2:7][NH:8][C:9]3[C:17]4[C:12](=[CH:13][CH:14]=[C:15]([C:18]([F:20])([F:19])[F:21])[CH:16]=4)[NH:11][N:10]=3)[CH2:4]2)[CH2:28][CH2:29]1. (2) Given the reactants [Cl:1][C:2]1[N:10]=[C:9]2[C:5]([N:6]=[C:7](I)[N:8]2[CH3:11])=[C:4]([N:13]2[CH2:18][CH2:17][O:16][CH2:15][C@@H:14]2[CH3:19])[N:3]=1.[CH:20]1(B(O)O)[CH2:22][CH2:21]1.P([O-])([O-])([O-])=O.[K+].[K+].[K+].ClCCl, predict the reaction product. The product is: [Cl:1][C:2]1[N:10]=[C:9]2[C:5]([N:6]=[C:7]([CH:20]3[CH2:22][CH2:21]3)[N:8]2[CH3:11])=[C:4]([N:13]2[CH2:18][CH2:17][O:16][CH2:15][C@@H:14]2[CH3:19])[N:3]=1. (3) Given the reactants [Br:1][C:2]1[CH:7]=[CH:6][C:5]([OH:8])=[C:4](I)[CH:3]=1.C(=O)([O-])[O-].[Cs+].[Cs+].N1C2C(=CC=C3C=2N=CC=C3)C=CC=1.[CH3:30][CH:31]([CH3:42])[C@@H:32]([N:35]1[CH2:40][CH2:39][CH:38]([CH3:41])[CH2:37][CH2:36]1)[CH2:33]O, predict the reaction product. The product is: [Br:1][C:2]1[CH:7]=[CH:6][C:5]([O:8][CH2:33][C@H:32]([N:35]2[CH2:36][CH2:37][CH:38]([CH3:41])[CH2:39][CH2:40]2)[CH:31]([CH3:30])[CH3:42])=[CH:4][CH:3]=1. (4) Given the reactants [NH:1]1[CH2:5][CH2:4][C@H:3]([N:6]([CH2:15][C:16]2[CH:21]=[CH:20][CH:19]=[CH:18][C:17]=2[C:22]([F:25])([F:24])[F:23])[C:7]2[CH:14]=[CH:13][C:10]([C:11]#[N:12])=[CH:9][CH:8]=2)[CH2:2]1.Br[CH2:27][C:28]1[CH:33]=[CH:32][CH:31]=[CH:30][N:29]=1, predict the reaction product. The product is: [N:29]1[CH:30]=[CH:31][CH:32]=[CH:33][C:28]=1[CH2:27][N:1]1[CH2:5][CH2:4][C@H:3]([N:6]([CH2:15][C:16]2[CH:21]=[CH:20][CH:19]=[CH:18][C:17]=2[C:22]([F:24])([F:23])[F:25])[C:7]2[CH:8]=[CH:9][C:10]([C:11]#[N:12])=[CH:13][CH:14]=2)[CH2:2]1.